Dataset: Full USPTO retrosynthesis dataset with 1.9M reactions from patents (1976-2016). Task: Predict the reactants needed to synthesize the given product. Given the product [Br:7][C:8]1[CH:9]=[C:10]([CH2:11][OH:12])[CH:14]=[C:15]([O:17][CH3:18])[CH:16]=1, predict the reactants needed to synthesize it. The reactants are: [H-].[Al+3].[Li+].[H-].[H-].[H-].[Br:7][C:8]1[CH:9]=[C:10]([CH:14]=[C:15]([O:17][CH3:18])[CH:16]=1)[C:11](O)=[O:12].